From a dataset of Experimentally validated miRNA-target interactions with 360,000+ pairs, plus equal number of negative samples. Binary Classification. Given a miRNA mature sequence and a target amino acid sequence, predict their likelihood of interaction. (1) The miRNA is mmu-miR-669a-5p with sequence AGUUGUGUGUGCAUGUUCAUGUCU. The protein sequence of the target gene is MADDVDQQQTTNTVEEPLDLIRLSLDERIYVKMRNDRELRGRLHAYDQHLNMILGDVEETVTTIEIDEETYEEIYKSTKRNIPMLFVRGDGVVLVAPPLRVG. Result: 0 (no interaction). (2) The miRNA is hsa-miR-302c-3p with sequence UAAGUGCUUCCAUGUUUCAGUGG. The protein sequence of the target gene is MMTSVGTNRARGNWEQPQNQNQTQHKQRPQATAEQIRLAQMISDHNDADFEEKVKQLIDITGKNQDECVIALHDCNGDVNRAINVLLEGNPDTHSWEMVGKKKGVSGQKDGGQTESNEEGKENRDRDRDYSRRRGGPPRRGRGASRGREFRGQENGLDGTKSGGPSGRGTDRGRRGRGRGRGSSGRRGGRFSAQGMGTFNPADYAEPANTDDNYGNSSGNTWNNTGHFEPDDGTRLDFIGVEGSNYPRKFETAPGAWRTATEEWGTEDWNEDLSETKIFTASNVSSVPLPAENVTITAGQ.... Result: 0 (no interaction). (3) The miRNA is hsa-miR-4524b-3p with sequence GAGACAGGUUCAUGCUGCUA. The protein sequence of the target gene is MAGKPVLHYFDGRGRMEPIRWLLAAAGVEFEEKFLKTRDDLARLRSDGSLMFQQVPMVEIDGMKLVQTKAILNYIASKYNLYGKDMKERAIIDMYTEGVADLEIMILYYPHMPPEEKEASLAKIKEQTRNRYFPAFEKVLKSHGQDYLVGNRLSRADIALVELLYHVEELDPGVVDNFPLLKALRSRVSNLPTVKKFLQPGSQRKPFDDAKCVESAKKIFS. Result: 0 (no interaction). (4) The miRNA is rno-miR-324-5p with sequence CGCAUCCCCUAGGGCAUUGGUGU. The protein sequence of the target gene is MAPVQLENHQLVPPGGGGGGSGGPPSAPAPPPPGAAVAAAAAAAASPGYRLSTLIEFLLHRAYSELMVLTDLLPRKSDVERKIEIVQFASRTRQLFVRLLALVKWANNAGKVEKCAMISSFLDQQAILFVDTADRLASLARDALVHARLPSFAIPYAIDVLTTGSYPRLPTCIRDKIIPPDPITKIEKQATLHQLNQILRHRLVTTDLPPQLANLTVANGRVKFRVEGEFEATLTVMGDDPDVPWRLLKLEILVEDKETGDGRALVHSMQISFIHQLVQSRLFADEKPLQDMYNCLHSFC.... Result: 0 (no interaction). (5) The miRNA is hsa-miR-134-5p with sequence UGUGACUGGUUGACCAGAGGGG. The protein sequence of the target gene is MQRSRTAADDAALLLAGLGLRESEPTAGSPGRVRRGPRAVDEAAPASGRRGKGGCGGPEAAPDVPSRPERGPRASLAGSDGGSARSSGISLGYDQRHGPGPGPPSGGSARSSVSSLGSRGSAGACADLLPPGVGPAPARSPEPAQFPFPLPSLPLPPGREGGPSAAERRLEALTRELERALEARTARDYFGICIKCGLGIYGARQACQAMGSLYHTDCFICDSCGRRLRGKAFYNVGEKVYCQEDFLYSGFQQTADKCSVCGHLIMEMILQALGKSYHPGCFRCSVCNECLDGVPFTVDV.... Result: 0 (no interaction). (6) The miRNA is hsa-miR-548au-3p with sequence UGGCAGUUACUUUUGCACCAG. The protein sequence of the target gene is MVEDLAASYIVLKLENEIRQAQVQWLMEENAALQAQIPELQKSQAAKEYDLLRKSSEAKEPQKLPEHMNPPAAWEAQKTPEFKEPQKPPEPQDLLPWEPPAAWELQEAPAAPESLAPPATRESQKPPMAHEIPTVLEGQGPANTQDATIAQEPKNSEPQDPPNIEKPQEAPEYQETAAQLEFLELPPPQEPLEPSNAQEFLELSAAQESLEGLIVVETSAASEFPQAPIGLEATDFPLQYTLTFSGDSQKLPEFLVQLYSYMRVRGHLYPTEAALVSFVGNCFSGRAGWWFQLLLDIQSP.... Result: 0 (no interaction). (7) The miRNA is hsa-miR-4661-3p with sequence CAGGAUCCACAGAGCUAGUCCA. The protein sequence of the target gene is MTDVPATFTQAECNGDKPPENGQQTITKISEELTDVDSPLPHYRVEPSLEGALTKGSQEERRKLQGNMLLNSSMEDKMLKENPEEKLFIVHKAITDLSLQETSADEMTFREGHQWEKIPLSGSNQEIRRQKERITEQPLKEEEDEDRKNKGHQAAEIEWLGFRKPSQADMLHSKHDEEQKVWDEEIDDDDDDNCNNDEDEVRVIEFKKKHEEVSQFKEEGDASEDSPLSSASSQAVTPDEQPTLGKKSDISRNAYSRYNTISYRKIRKGNTKQRIDEFESMMHL. Result: 0 (no interaction). (8) The miRNA is hsa-miR-128-3p with sequence UCACAGUGAACCGGUCUCUUU. The protein sequence of the target gene is MNKSQGSVSFTDVTVDFTQEEWEQLDPSQRILYMDVMLENYSNLLSVEVWKADDQMERDHRNPDEQARQFLILKNQTPIEERGDLFGKALNLNTDFVSLRQVPYKYDLYEKTLKYNSDLLNSNRSYAGKQTDECNEFGKALLYLKQEKTHSGVEYSEYNKSGKALSHKAAIFKHQKIKNLVQPFICTYCDKAFSFKSLLISHKRIHTGEKPYECNVCKKTFSHKANLIKHQRIHTGEKPFECPECGKAFTHQSNLIVHQRAHMEKKPYECSECGKTFAQKFELTTHQRIHTGERPYECNE.... Result: 1 (interaction).